From a dataset of Catalyst prediction with 721,799 reactions and 888 catalyst types from USPTO. Predict which catalyst facilitates the given reaction. (1) Reactant: [Cl:1][C:2]1[CH:7]=[C:6]([S:8]([CH2:11][CH3:12])(=[O:10])=[O:9])[CH:5]=[CH:4][C:3]=1[C:13]1[CH:18]=[C:17]([Cl:19])[CH:16]=[CH:15][C:14]=1[O:20][CH2:21][C:22]([O:24]CC)=[O:23].[OH-].[Na+].Cl. Product: [Cl:1][C:2]1[CH:7]=[C:6]([S:8]([CH2:11][CH3:12])(=[O:9])=[O:10])[CH:5]=[CH:4][C:3]=1[C:13]1[CH:18]=[C:17]([Cl:19])[CH:16]=[CH:15][C:14]=1[O:20][CH2:21][C:22]([OH:24])=[O:23]. The catalyst class is: 1. (2) Reactant: C([N-]C(C)C)(C)C.[Li+].[F:9][CH:10](P(=O)(OCC)OCC)[C:11]1[CH:16]=[CH:15][C:14]([N:17]2[CH:21]=[C:20]([CH3:22])[N:19]=[CH:18]2)=[C:13]([O:23][CH3:24])[CH:12]=1.[C:33]([O:38][CH3:39])(=[O:37])[C:34]([CH3:36])=O.O.C(=O)(O)[O-].[Na+]. The catalyst class is: 56. Product: [F:9][C:10]([C:11]1[CH:16]=[CH:15][C:14]([N:17]2[CH:21]=[C:20]([CH3:22])[N:19]=[CH:18]2)=[C:13]([O:23][CH3:24])[CH:12]=1)=[C:34]([CH3:36])[C:33]([O:38][CH3:39])=[O:37].